Dataset: Full USPTO retrosynthesis dataset with 1.9M reactions from patents (1976-2016). Task: Predict the reactants needed to synthesize the given product. Given the product [N+:2]([C:5]1[CH:16]=[CH:15][C:8]([O:9][C@H:10]2[CH2:14][CH2:13][N:12]([C:17](=[O:19])[CH3:18])[CH2:11]2)=[CH:7][CH:6]=1)([O-:4])=[O:3], predict the reactants needed to synthesize it. The reactants are: Cl.[N+:2]([C:5]1[CH:16]=[CH:15][C:8]([O:9][C@H:10]2[CH2:14][CH2:13][NH:12][CH2:11]2)=[CH:7][CH:6]=1)([O-:4])=[O:3].[C:17](Cl)(=[O:19])[CH3:18].